From a dataset of Peptide-MHC class II binding affinity with 134,281 pairs from IEDB. Regression. Given a peptide amino acid sequence and an MHC pseudo amino acid sequence, predict their binding affinity value. This is MHC class II binding data. (1) The peptide sequence is KIDAAFKVAATAAAT. The MHC is HLA-DQA10501-DQB10201 with pseudo-sequence HLA-DQA10501-DQB10201. The binding affinity (normalized) is 0.286. (2) The peptide sequence is SEELRSLYNTVATLYCVHQ. The MHC is HLA-DQA10401-DQB10402 with pseudo-sequence HLA-DQA10401-DQB10402. The binding affinity (normalized) is 0.181. (3) The peptide sequence is GELQIVDKIDAGFKI. The MHC is DRB4_0101 with pseudo-sequence DRB4_0103. The binding affinity (normalized) is 0.705. (4) The peptide sequence is CSIVGWPAIRERMRRT. The MHC is DRB1_0301 with pseudo-sequence DRB1_0301. The binding affinity (normalized) is 0.139. (5) The peptide sequence is EKKYFAATQFLPLAA. The MHC is DRB1_1602 with pseudo-sequence DRB1_1602. The binding affinity (normalized) is 0.788. (6) The peptide sequence is NKALELFRKDIAAKY. The MHC is H-2-IAd with pseudo-sequence H-2-IAd. The binding affinity (normalized) is 0.110.